The task is: Regression. Given two drug SMILES strings and cell line genomic features, predict the synergy score measuring deviation from expected non-interaction effect.. This data is from NCI-60 drug combinations with 297,098 pairs across 59 cell lines. (1) Drug 1: CN(CCCl)CCCl.Cl. Drug 2: CCN(CC)CCCC(C)NC1=C2C=C(C=CC2=NC3=C1C=CC(=C3)Cl)OC. Cell line: SW-620. Synergy scores: CSS=36.0, Synergy_ZIP=-7.09, Synergy_Bliss=3.14, Synergy_Loewe=2.99, Synergy_HSA=5.24. (2) Drug 1: CCC(=C(C1=CC=CC=C1)C2=CC=C(C=C2)OCCN(C)C)C3=CC=CC=C3.C(C(=O)O)C(CC(=O)O)(C(=O)O)O. Drug 2: COC1=C2C(=CC3=C1OC=C3)C=CC(=O)O2. Cell line: HOP-92. Synergy scores: CSS=2.85, Synergy_ZIP=0.333, Synergy_Bliss=2.35, Synergy_Loewe=-0.648, Synergy_HSA=0.590. (3) Drug 1: COC1=C(C=C2C(=C1)N=CN=C2NC3=CC(=C(C=C3)F)Cl)OCCCN4CCOCC4. Drug 2: CC1=CC2C(CCC3(C2CCC3(C(=O)C)OC(=O)C)C)C4(C1=CC(=O)CC4)C. Cell line: HOP-62. Synergy scores: CSS=13.7, Synergy_ZIP=-2.13, Synergy_Bliss=5.27, Synergy_Loewe=-7.25, Synergy_HSA=-0.0161. (4) Drug 1: C1CC(=O)NC(=O)C1N2CC3=C(C2=O)C=CC=C3N. Drug 2: C1=C(C(=O)NC(=O)N1)F. Cell line: DU-145. Synergy scores: CSS=37.7, Synergy_ZIP=-1.19, Synergy_Bliss=-1.19, Synergy_Loewe=-7.93, Synergy_HSA=0.964.